The task is: Binary Classification. Given a miRNA mature sequence and a target amino acid sequence, predict their likelihood of interaction.. This data is from Experimentally validated miRNA-target interactions with 360,000+ pairs, plus equal number of negative samples. Result: 1 (interaction). The miRNA is hsa-miR-6895-5p with sequence CAGGGCCAGGCACAGAGUAAG. The protein sequence of the target gene is MELLSTPHSIEINNITCDSFRISWAMEDSDLERVTHYFIDLNKKENKNSNKFKHRDVPTKLVAKAVPLPMTVRGHWFLSPRTEYSVAVQTAVKQSDGEYLVSGWSETVEFCTGDYAKEHLAQLQEKAEQIAGRMLRFSVFYRNHHKEYFQHARTHCGNMLQPYLKDNSGSHGSPTSGMLHGVFFSCNTEFNTGQPPQDSPYGRWRFQIPAQRLFNPSTNLYFADFYCMYTAYHYAILVLAPKGSLGDRFCRDRLPLLDIACNKFLTCSVEDGELVFRHAQDLILEIIYTEPVDLSLGTLG....